Dataset: Forward reaction prediction with 1.9M reactions from USPTO patents (1976-2016). Task: Predict the product of the given reaction. (1) Given the reactants [Br:1][C:2]1[CH:7]=[C:6]([O:8][CH3:9])[CH:5]=[CH:4][C:3]=1[OH:10].Br[CH2:12][CH:13]([O:17][CH2:18][CH3:19])[O:14][CH2:15][CH3:16].C([O-])([O-])=O.[Cs+].[Cs+], predict the reaction product. The product is: [Br:1][C:2]1[CH:7]=[C:6]([O:8][CH3:9])[CH:5]=[CH:4][C:3]=1[O:10][CH2:12][CH:13]([O:17][CH2:18][CH3:19])[O:14][CH2:15][CH3:16]. (2) Given the reactants [F:1][C:2]1[CH:3]=[C:4]([CH:7]=[CH:8][CH:9]=1)[CH2:5]Cl.[OH:10][C:11]1[CH:18]=[CH:17][C:14]([CH:15]=[O:16])=[CH:13][CH:12]=1.[OH-].[Na+], predict the reaction product. The product is: [F:1][C:2]1[CH:3]=[C:4]([CH:7]=[CH:8][CH:9]=1)[CH2:5][O:10][C:11]1[CH:18]=[CH:17][C:14]([CH:15]=[O:16])=[CH:13][CH:12]=1. (3) Given the reactants [CH3:1][S:2](Cl)(=[O:4])=[O:3].[O:6]([CH2:13][CH2:14][NH:15][CH2:16][CH2:17][OH:18])[C:7]1[CH:12]=[CH:11][CH:10]=[CH:9][CH:8]=1.C(N(CC)CC)C, predict the reaction product. The product is: [CH3:1][S:2]([N:15]([CH2:14][CH2:13][O:6][C:7]1[CH:12]=[CH:11][CH:10]=[CH:9][CH:8]=1)[CH2:16][CH2:17][O:18][S:2]([CH3:1])(=[O:4])=[O:3])(=[O:4])=[O:3]. (4) Given the reactants [F:1][C:2]1[CH:7]=[C:6]([F:8])[C:5]([F:9])=[CH:4][C:3]=1[CH2:10][C:11](=O)[CH2:12][C:13]([O:15][CH3:16])=[O:14].C([O-])(=O)C.[NH4+:22], predict the reaction product. The product is: [CH3:16][O:15][C:13](=[O:14])/[CH:12]=[C:11](\[NH2:22])/[CH2:10][C:3]1[CH:4]=[C:5]([F:9])[C:6]([F:8])=[CH:7][C:2]=1[F:1]. (5) The product is: [O:28]=[C:24]1[CH2:25][CH2:26][CH2:27][N:23]1[C:20]1[N:21]=[CH:22][C:17]([O:16][C:14]2[CH:13]=[CH:12][C:9]3[CH2:10][CH2:11][N:5]([C:35]([O:36][C:32]([CH3:31])([CH3:33])[CH3:41])=[O:38])[CH2:6][CH2:7][C:8]=3[CH:15]=2)=[N:18][CH:19]=1. Given the reactants C1(C[N:5]2[CH2:11][CH2:10][C:9]3[CH:12]=[CH:13][C:14]([O:16][C:17]4[N:18]=[CH:19][C:20]([N:23]5[CH2:27][CH2:26][CH2:25][C:24]5=[O:28])=[N:21][CH:22]=4)=[CH:15][C:8]=3[CH2:7][CH2:6]2)CC1.N1[CH2:33][CH2:32][CH2:31]C1=O.[C:35](=[O:38])([O-])[O-:36].[K+].[K+].[CH3:41]N(C)CCN, predict the reaction product.